From a dataset of NCI-60 drug combinations with 297,098 pairs across 59 cell lines. Regression. Given two drug SMILES strings and cell line genomic features, predict the synergy score measuring deviation from expected non-interaction effect. (1) Drug 1: C1=CC(=CC=C1CCC2=CNC3=C2C(=O)NC(=N3)N)C(=O)NC(CCC(=O)O)C(=O)O. Drug 2: CC1CCC2CC(C(=CC=CC=CC(CC(C(=O)C(C(C(=CC(C(=O)CC(OC(=O)C3CCCCN3C(=O)C(=O)C1(O2)O)C(C)CC4CCC(C(C4)OC)O)C)C)O)OC)C)C)C)OC. Cell line: A549. Synergy scores: CSS=40.4, Synergy_ZIP=-12.8, Synergy_Bliss=-12.7, Synergy_Loewe=-3.77, Synergy_HSA=-2.04. (2) Drug 1: C1CCN(CC1)CCOC2=CC=C(C=C2)C(=O)C3=C(SC4=C3C=CC(=C4)O)C5=CC=C(C=C5)O. Drug 2: C1=CC(=CC=C1CCCC(=O)O)N(CCCl)CCCl. Cell line: MOLT-4. Synergy scores: CSS=47.8, Synergy_ZIP=1.15, Synergy_Bliss=-0.645, Synergy_Loewe=-2.62, Synergy_HSA=0.224. (3) Drug 2: CCN(CC)CCCC(C)NC1=C2C=C(C=CC2=NC3=C1C=CC(=C3)Cl)OC. Drug 1: CC1=C(C(=CC=C1)Cl)NC(=O)C2=CN=C(S2)NC3=CC(=NC(=N3)C)N4CCN(CC4)CCO. Synergy scores: CSS=13.0, Synergy_ZIP=-2.00, Synergy_Bliss=3.82, Synergy_Loewe=-1.54, Synergy_HSA=-0.646. Cell line: SF-268. (4) Drug 1: C1C(C(OC1N2C=NC3=C2NC=NCC3O)CO)O. Drug 2: CC1C(C(CC(O1)OC2CC(CC3=C2C(=C4C(=C3O)C(=O)C5=C(C4=O)C(=CC=C5)OC)O)(C(=O)CO)O)N)O.Cl. Cell line: CAKI-1. Synergy scores: CSS=30.3, Synergy_ZIP=0.123, Synergy_Bliss=-0.638, Synergy_Loewe=-18.4, Synergy_HSA=-0.0449. (5) Drug 1: CC1C(C(=O)NC(C(=O)N2CCCC2C(=O)N(CC(=O)N(C(C(=O)O1)C(C)C)C)C)C(C)C)NC(=O)C3=C4C(=C(C=C3)C)OC5=C(C(=O)C(=C(C5=N4)C(=O)NC6C(OC(=O)C(N(C(=O)CN(C(=O)C7CCCN7C(=O)C(NC6=O)C(C)C)C)C)C(C)C)C)N)C. Drug 2: C1C(C(OC1N2C=C(C(=O)NC2=O)F)CO)O. Cell line: HCC-2998. Synergy scores: CSS=37.1, Synergy_ZIP=-7.05, Synergy_Bliss=-7.54, Synergy_Loewe=-7.62, Synergy_HSA=-0.530.